Task: Predict the product of the given reaction.. Dataset: Forward reaction prediction with 1.9M reactions from USPTO patents (1976-2016) (1) Given the reactants C(OC(=O)[NH:7][C:8]1([CH2:16][N:17]2[C:25]3[C:20](=[CH:21][C:22]([C:26]4[N:30]=[C:29]([C:31]5[CH:36]=[CH:35][C:34]([O:37][CH:38]([CH3:40])[CH3:39])=[C:33]([Cl:41])[CH:32]=5)[O:28][N:27]=4)=[CH:23][CH:24]=3)[CH2:19][CH2:18]2)[CH2:13][O:12]C(C)(C)[O:10][CH2:9]1)(C)(C)C.C(OC1C=C(C2ON=C(C3C=CC=C4C=3CCN4CC3(NC(=O)OC(C)(C)C)COC(C)(C)OC3)N=2)C=CC=1OCC)C, predict the reaction product. The product is: [NH2:7][C:8]([CH2:16][N:17]1[C:25]2[C:20](=[CH:21][C:22]([C:26]3[N:30]=[C:29]([C:31]4[CH:36]=[CH:35][C:34]([O:37][CH:38]([CH3:39])[CH3:40])=[C:33]([Cl:41])[CH:32]=4)[O:28][N:27]=3)=[CH:23][CH:24]=2)[CH2:19][CH2:18]1)([CH2:9][OH:10])[CH2:13][OH:12]. (2) Given the reactants [Cl:1][C:2]1[CH:7]=[CH:6][C:5]([S:8]([C:11]2([C:25]3[CH:30]=[C:29]([F:31])[CH:28]=[CH:27][C:26]=3[F:32])[CH2:16][CH2:15][CH:14]([CH2:17][S:18]([CH2:21][C:22](O)=[O:23])(=[O:20])=[O:19])[CH2:13][CH2:12]2)(=[O:10])=[O:9])=[CH:4][CH:3]=1.FC1C(O)=C(F)C(F)=C(F)C=1F.C1([N:51]=C=NC2CCCCC2)CCCCC1, predict the reaction product. The product is: [Cl:1][C:2]1[CH:7]=[CH:6][C:5]([S:8]([C:11]2([C:25]3[CH:30]=[C:29]([F:31])[CH:28]=[CH:27][C:26]=3[F:32])[CH2:16][CH2:15][CH:14]([CH2:17][S:18]([CH2:21][C:22]([NH2:51])=[O:23])(=[O:20])=[O:19])[CH2:13][CH2:12]2)(=[O:10])=[O:9])=[CH:4][CH:3]=1. (3) Given the reactants [NH2:1][C:2]1[N:7]=[C:6]([C:8]2[O:9][CH:10]=[CH:11][CH:12]=2)[C:5]([C:13]#[N:14])=[C:4](S(C)(=O)=O)[N:3]=1.[OH:19][CH2:20][C:21]1[CH:26]=[CH:25][CH:24]=[CH:23][N:22]=1.C1CCN2C(=NCCC2)CC1, predict the reaction product. The product is: [NH2:1][C:2]1[N:7]=[C:6]([C:8]2[O:9][CH:10]=[CH:11][CH:12]=2)[C:5]([C:13]#[N:14])=[C:4]([O:19][CH2:20][C:21]2[CH:26]=[CH:25][CH:24]=[CH:23][N:22]=2)[N:3]=1. (4) Given the reactants Cl[CH2:2][C:3]1[CH:8]=[N:7][C:6]2[N:9]([CH2:12][CH3:13])[N:10]=[CH:11][C:5]=2[C:4]=1[NH:14][CH:15]1[CH2:20][CH2:19][O:18][CH2:17][CH2:16]1.[C:21]1([NH2:32])[C:26](F)=[C:25](F)C(F)=C(N)C=1F.Cl.Cl.C[CH2:36][N:37]([CH:41](C)C)[CH:38]([CH3:40])[CH3:39].[C:44](#N)C, predict the reaction product. The product is: [CH3:41][N:37]([CH3:36])[C:38]1[CH:39]=[CH:44][C:26]([CH2:21][NH:32][CH2:2][C:3]2[CH:8]=[N:7][C:6]3[N:9]([CH2:12][CH3:13])[N:10]=[CH:11][C:5]=3[C:4]=2[NH:14][CH:15]2[CH2:20][CH2:19][O:18][CH2:17][CH2:16]2)=[CH:25][CH:40]=1. (5) Given the reactants [NH2:1][C:2]1[CH:32]=[C:31]([F:33])[CH:30]=[CH:29][C:3]=1[CH2:4][NH:5][C:6]([C:8]1[N:9]=[C:10]2[N:15]([C:16](=[O:26])[C:17]=1[O:18][CH2:19][C:20]1[CH:25]=[CH:24][CH:23]=[CH:22][CH:21]=1)[CH2:14][CH2:13][O:12][C:11]2([CH3:28])[CH3:27])=[O:7].[C:34](Cl)(=[O:36])[CH3:35].C(N(C(C)C)CC)(C)C.C([O-])(O)=O.[Na+], predict the reaction product. The product is: [C:34]([NH:1][C:2]1[CH:32]=[C:31]([F:33])[CH:30]=[CH:29][C:3]=1[CH2:4][NH:5][C:6]([C:8]1[N:9]=[C:10]2[N:15]([C:16](=[O:26])[C:17]=1[O:18][CH2:19][C:20]1[CH:25]=[CH:24][CH:23]=[CH:22][CH:21]=1)[CH2:14][CH2:13][O:12][C:11]2([CH3:28])[CH3:27])=[O:7])(=[O:36])[CH3:35]. (6) Given the reactants [N:1]1([C:7]2[CH:24]=[CH:23][C:10]3[CH2:11][N:12](C(OC(C)(C)C)=O)[CH2:13][CH2:14][O:15][C:9]=3[CH:8]=2)[CH2:6][CH2:5][O:4][CH2:3][CH2:2]1.C(OCC)(=O)C.[ClH:31], predict the reaction product. The product is: [ClH:31].[N:1]1([C:7]2[CH:24]=[CH:23][C:10]3[CH2:11][NH:12][CH2:13][CH2:14][O:15][C:9]=3[CH:8]=2)[CH2:6][CH2:5][O:4][CH2:3][CH2:2]1. (7) Given the reactants [OH:1][C:2]1[CH:7]=[CH:6][C:5]([C:8]([C:18]2[CH:23]=[CH:22][C:21]([OH:24])=[CH:20][CH:19]=2)=[C:9]([C:12]2[CH:17]=[CH:16][CH:15]=[CH:14][CH:13]=2)[CH2:10][CH3:11])=[CH:4][CH:3]=1.O[CH2:26][C@@H:27]1[CH2:31][CH2:30][CH2:29][N:28]1[C:32]([O:34][C:35]([CH3:38])([CH3:37])[CH3:36])=[O:33].C1C=CC(P(C2C=CC=CC=2)C2C=CC=CC=2)=CC=1.CC(OC(/N=N/C(OC(C)C)=O)=O)C, predict the reaction product. The product is: [OH:1][C:2]1[CH:7]=[CH:6][C:5]([C:8]([C:18]2[CH:19]=[CH:20][C:21]([O:24][CH2:26][C@@H:27]3[CH2:31][CH2:30][CH2:29][N:28]3[C:32]([O:34][C:35]([CH3:36])([CH3:38])[CH3:37])=[O:33])=[CH:22][CH:23]=2)=[C:9]([C:12]2[CH:17]=[CH:16][CH:15]=[CH:14][CH:13]=2)[CH2:10][CH3:11])=[CH:4][CH:3]=1. (8) The product is: [F:21][C:18]1[CH:17]=[CH:16][C:15]([CH2:14][C:11]2[CH:12]=[C:13]3[C:8]([C:7]([OH:22])=[C:6]([C:23]([NH:25][CH:26]([CH2:30][OH:31])[CH:27]([CH3:29])[CH3:28])=[O:24])[C:5](=[O:32])[N:4]3[CH2:3][CH2:2][NH:1][C:39]([N:33]3[CH2:38][CH2:37][O:36][CH2:35][CH2:34]3)=[O:40])=[N:9][CH:10]=2)=[CH:20][CH:19]=1. Given the reactants [NH2:1][CH2:2][CH2:3][N:4]1[C:13]2[C:8](=[N:9][CH:10]=[C:11]([CH2:14][C:15]3[CH:20]=[CH:19][C:18]([F:21])=[CH:17][CH:16]=3)[CH:12]=2)[C:7]([OH:22])=[C:6]([C:23]([NH:25][CH:26]([CH2:30][OH:31])[CH:27]([CH3:29])[CH3:28])=[O:24])[C:5]1=[O:32].[N:33]1([C:39](Cl)=[O:40])[CH2:38][CH2:37][O:36][CH2:35][CH2:34]1, predict the reaction product. (9) Given the reactants Cl[C:2]1[CH:3]=[CH:4][C:5]2[N:6]([C:8]([CH2:11][C:12]3[CH:13]=[C:14]4[C:19](=[CH:20][CH:21]=3)[N:18]=[CH:17][CH:16]=[CH:15]4)=[CH:9][N:10]=2)[N:7]=1.Cl.[F:23][C@@H:24]1[CH2:28][CH2:27][NH:26][CH2:25]1.[F-].[K+].C(N(C(C)C)C(C)C)C, predict the reaction product. The product is: [F:23][C@@H:24]1[CH2:28][CH2:27][N:26]([C:2]2[CH:3]=[CH:4][C:5]3[N:6]([C:8]([CH2:11][C:12]4[CH:13]=[C:14]5[C:19](=[CH:20][CH:21]=4)[N:18]=[CH:17][CH:16]=[CH:15]5)=[CH:9][N:10]=3)[N:7]=2)[CH2:25]1.